From a dataset of Forward reaction prediction with 1.9M reactions from USPTO patents (1976-2016). Predict the product of the given reaction. (1) Given the reactants Cl[C:2]1[C:11]([C:12]([OH:14])=[O:13])=[CH:10][C:9]2[C:4](=[CH:5][CH:6]=[C:7]([Cl:15])[CH:8]=2)[N:3]=1.[OH:16][C:17]1[CH:18]=[C:19]([CH:26]=[CH:27][CH:28]=1)[CH2:20][CH:21]([C:23]([OH:25])=[O:24])[NH2:22], predict the reaction product. The product is: [C:23]([CH:21]([NH:22][C:2]1[C:11]([C:12]([OH:14])=[O:13])=[CH:10][C:9]2[C:4](=[CH:5][CH:6]=[C:7]([Cl:15])[CH:8]=2)[N:3]=1)[CH2:20][C:19]1[CH:26]=[CH:27][CH:28]=[C:17]([OH:16])[CH:18]=1)([OH:25])=[O:24]. (2) Given the reactants [CH3:1][N:2]1[C:6]2=[CH:7][CH:8]=[C:9]3[C:14]([N:13]=[C:12]([C:15]4[CH:21]=[CH:20][C:18]([NH2:19])=[CH:17][CH:16]=4)[N:11]=[C:10]3[N:22]3[CH2:27][CH2:26][O:25][CH2:24][CH2:23]3)=[C:5]2[CH:4]=[CH:3]1.ClC(Cl)(O[C:32](=[O:38])OC(Cl)(Cl)Cl)Cl.[F:40][CH2:41][CH2:42][NH2:43], predict the reaction product. The product is: [F:40][CH2:41][CH2:42][NH:43][C:32]([NH:19][C:18]1[CH:17]=[CH:16][C:15]([C:12]2[N:11]=[C:10]([N:22]3[CH2:27][CH2:26][O:25][CH2:24][CH2:23]3)[C:9]3[C:14](=[C:5]4[CH:4]=[CH:3][N:2]([CH3:1])[C:6]4=[CH:7][CH:8]=3)[N:13]=2)=[CH:21][CH:20]=1)=[O:38]. (3) Given the reactants [CH3:1][N:2]1[C:6]([CH3:7])=[C:5]([CH2:8][N:9]2[CH2:14][CH2:13][CH:12]([C:15]3[CH:37]=[CH:36][C:18]([C:19]([NH:21][C:22]4[CH:27]=[CH:26][CH:25]=[CH:24][C:23]=4[NH:28]C(=O)OC(C)(C)C)=[O:20])=[CH:17][CH:16]=3)[CH2:11][CH2:10]2)[CH:4]=[N:3]1.FC(F)(F)C(O)=O, predict the reaction product. The product is: [NH2:28][C:23]1[CH:24]=[CH:25][CH:26]=[CH:27][C:22]=1[NH:21][C:19](=[O:20])[C:18]1[CH:17]=[CH:16][C:15]([CH:12]2[CH2:11][CH2:10][N:9]([CH2:8][C:5]3[CH:4]=[N:3][N:2]([CH3:1])[C:6]=3[CH3:7])[CH2:14][CH2:13]2)=[CH:37][CH:36]=1. (4) Given the reactants Cl[C:2]1[CH:7]=[CH:6][C:5]([S:8]([N:11]2[C:17](=[O:18])[CH:16]([CH2:19][C:20]3[CH:25]=[C:24]([Cl:26])[CH:23]=[CH:22][C:21]=3[O:27][CH3:28])[CH2:15][NH:14][C:13](=[O:29])[CH2:12]2)(=[O:10])=[O:9])=[CH:4][C:3]=1[NH:30][C:31](=[O:33])[CH3:32].Cl.N[C:36]1C=C(S(N2C(=O)C(CC3C=C(Cl)C=CC=3OC)CNC(=O)C2)(=O)=O)C=CC=1C, predict the reaction product. The product is: [Cl:26][C:24]1[CH:23]=[CH:22][C:21]([O:27][CH3:28])=[C:20]([CH:25]=1)[CH2:19][CH:16]1[C:17](=[O:18])[N:11]([S:8]([C:5]2[CH:6]=[CH:7][C:2]([CH3:36])=[C:3]([NH:30][C:31](=[O:33])[CH3:32])[CH:4]=2)(=[O:10])=[O:9])[CH2:12][C:13](=[O:29])[NH:14][CH2:15]1. (5) Given the reactants FC1C=CC=C(F)C=1C1SC=C(C(O)=O)N=1.[N:17]1[CH:22]=[CH:21][C:20]([C:23]2[S:24][CH:25]=[C:26]([C:28]([OH:30])=O)[N:27]=2)=[CH:19][CH:18]=1.[NH2:31][C:32]1[CH:33]=[N:34][S:35][C:36]=1[N:37]1[CH2:42][CH2:41][N:40]([C:43]([O:45][C:46]([CH3:49])([CH3:48])[CH3:47])=[O:44])[CH2:39][CH2:38]1, predict the reaction product. The product is: [N:17]1[CH:18]=[CH:19][C:20]([C:23]2[S:24][CH:25]=[C:26]([C:28]([NH:31][C:32]3[CH:33]=[N:34][S:35][C:36]=3[N:37]3[CH2:38][CH2:39][N:40]([C:43]([O:45][C:46]([CH3:49])([CH3:48])[CH3:47])=[O:44])[CH2:41][CH2:42]3)=[O:30])[N:27]=2)=[CH:21][CH:22]=1. (6) The product is: [NH2:33][C:31]1[CH:30]=[CH:29][C:3]([O:4][C:5]2[CH:10]=[CH:9][N:8]=[CH:7][C:6]=2/[CH:11]=[CH:12]/[C:13]([N:15]2[CH2:16][CH2:17][CH:18]([NH:21][C:22](=[O:28])[O:23][C:24]([CH3:25])([CH3:26])[CH3:27])[CH2:19][CH2:20]2)=[O:14])=[C:2]([F:1])[CH:32]=1. Given the reactants [F:1][C:2]1[CH:32]=[C:31]([N+:33]([O-])=O)[CH:30]=[CH:29][C:3]=1[O:4][C:5]1[CH:10]=[CH:9][N:8]=[CH:7][C:6]=1/[CH:11]=[CH:12]/[C:13]([N:15]1[CH2:20][CH2:19][CH:18]([NH:21][C:22](=[O:28])[O:23][C:24]([CH3:27])([CH3:26])[CH3:25])[CH2:17][CH2:16]1)=[O:14].[NH4+].[Cl-], predict the reaction product. (7) Given the reactants [CH3:1][O:2][C:3]1[N:8]=[CH:7][C:6]([NH:9][C:10](=[O:16])[O:11][C:12]([CH3:15])([CH3:14])[CH3:13])=[CH:5][CH:4]=1.[Li]CCCC.[CH3:22][C@:23]1([CH2:31][N:32]2[C:36]3[CH:37]=[C:38]([C:41]#[N:42])[CH:39]=[CH:40][C:35]=3[N:34]=[CH:33]2)CCC[C@:25]2(OC2)[CH2:24]1.CN1CCCC1=O, predict the reaction product. The product is: [CH3:1][O:2][C:3]1[N:8]=[CH:7][C:6]([N:9]2[CH2:14][C@@:12]3([CH2:13][CH2:25][CH2:24][C@@:23]([CH2:31][N:32]4[C:36]5[CH:37]=[C:38]([C:41]#[N:42])[CH:39]=[CH:40][C:35]=5[N:34]=[CH:33]4)([CH3:22])[CH2:15]3)[O:11][C:10]2=[O:16])=[CH:5][CH:4]=1. (8) The product is: [CH:1]1([N:4]([CH3:17])[S:5]([C:8]2[CH:13]=[CH:12][CH:11]=[CH:10][C:9]=2[N+:14]([O-:16])=[O:15])(=[O:7])=[O:6])[CH2:3][CH2:2]1. Given the reactants [CH:1]1([NH:4][S:5]([C:8]2[CH:13]=[CH:12][CH:11]=[CH:10][C:9]=2[N+:14]([O-:16])=[O:15])(=[O:7])=[O:6])[CH2:3][CH2:2]1.[C:17](=O)([O-])[O-].[K+].[K+].CI, predict the reaction product. (9) Given the reactants F[C:2]1[CH:9]=[CH:8][C:5]([C:6]#[N:7])=[CH:4][C:3]=1[CH3:10].C(=O)([O-])[O-].[Cs+].[Cs+].[F:17][C:18]([F:39])([F:38])[C:19]1[C:27]2[C:22](=[N:23][CH:24]=[CH:25][C:26]=2[C:28]2[CH:29]=[N:30][C:31]3[C:36]([CH:37]=2)=[CH:35][CH:34]=[CH:33][CH:32]=3)[NH:21][N:20]=1.O, predict the reaction product. The product is: [CH3:10][C:3]1[CH:4]=[C:5]([CH:8]=[CH:9][C:2]=1[N:21]1[C:22]2=[N:23][CH:24]=[CH:25][C:26]([C:28]3[CH:29]=[N:30][C:31]4[C:36]([CH:37]=3)=[CH:35][CH:34]=[CH:33][CH:32]=4)=[C:27]2[C:19]([C:18]([F:17])([F:39])[F:38])=[N:20]1)[C:6]#[N:7]. (10) Given the reactants [C:14]1(P([C:14]2[CH:19]=[CH:18][CH:17]=[CH:16][CH:15]=2)[C:14]2[CH:19]=[CH:18][CH:17]=[CH:16][CH:15]=2)[CH:19]=[CH:18][CH:17]=[CH:16][CH:15]=1.N(C(OC(C)C)=O)=NC(OC(C)C)=[O:23].[CH3:34][C:35]([O:38][C:39](=[O:51])[NH:40][CH2:41]CC(O)C1C=CC=CC=1)([CH3:37])[CH3:36].[S:52]1[CH:56]=[CH:55]C=[C:53]1[CH2:57][C:58](O)=O, predict the reaction product. The product is: [C:56]([S:52][CH:53]([C:14]1[CH:15]=[CH:16][CH:17]=[CH:18][CH:19]=1)[CH2:57][CH2:58][N:40]([CH3:41])[C:39](=[O:51])[O:38][C:35]([CH3:37])([CH3:36])[CH3:34])(=[O:23])[CH3:55].